The task is: Predict which catalyst facilitates the given reaction.. This data is from Catalyst prediction with 721,799 reactions and 888 catalyst types from USPTO. (1) Reactant: [CH3:1][C:2]1[NH:3][C:4]2[C:9]([CH:10]=1)=[CH:8][CH:7]=[CH:6][CH:5]=2.C1C(=O)N([Br:18])C(=O)C1. Product: [Br:18][C:10]1[C:9]2[C:4](=[CH:5][CH:6]=[CH:7][CH:8]=2)[NH:3][C:2]=1[CH3:1]. The catalyst class is: 18. (2) Reactant: Cl.[CH3:2][O:3][C:4]1[CH:9]=[CH:8][C:7]([C:10]([CH:12]2[CH2:17][CH2:16][NH:15][CH2:14][CH2:13]2)=[O:11])=[CH:6][CH:5]=1.C(N(CC)CC)C.Br[CH:26]1[CH2:30][CH2:29][N:28]([CH2:31][C:32]([O:34][CH2:35][CH3:36])=[O:33])[C:27]1=[O:37]. Product: [CH3:2][O:3][C:4]1[CH:5]=[CH:6][C:7]([C:10]([CH:12]2[CH2:17][CH2:16][N:15]([CH:26]3[CH2:30][CH2:29][N:28]([CH2:31][C:32]([O:34][CH2:35][CH3:36])=[O:33])[C:27]3=[O:37])[CH2:14][CH2:13]2)=[O:11])=[CH:8][CH:9]=1. The catalyst class is: 10. (3) Reactant: [CH3:1][N:2]([CH2:10][CH2:11][CH:12]=O)[C:3](=[O:9])[O:4][C:5]([CH3:8])([CH3:7])[CH3:6].[N:14]1([C:20]([O:22][CH2:23][C:24]2[CH:29]=[C:28]([Cl:30])[CH:27]=[C:26]([Cl:31])[CH:25]=2)=[O:21])[CH2:19][CH2:18][NH:17][CH2:16][CH2:15]1.C(O)(=O)C.C(O[BH-](OC(=O)C)OC(=O)C)(=O)C.[Na+]. Product: [C:5]([O:4][C:3]([N:2]([CH3:1])[CH2:10][CH2:11][CH2:12][N:17]1[CH2:16][CH2:15][N:14]([C:20]([O:22][CH2:23][C:24]2[CH:29]=[C:28]([Cl:30])[CH:27]=[C:26]([Cl:31])[CH:25]=2)=[O:21])[CH2:19][CH2:18]1)=[O:9])([CH3:6])([CH3:7])[CH3:8]. The catalyst class is: 2. (4) Reactant: [CH3:1][O:2][C:3]1[CH:12]=[CH:11][C:6]2[NH:7][CH2:8][CH2:9][O:10][C:5]=2[CH:4]=1.[Cl:13][C:14]1[CH:15]=[C:16]([CH:20]=[C:21]([Cl:24])[C:22]=1[OH:23])[C:17](Cl)=[O:18]. Product: [Cl:13][C:14]1[CH:15]=[C:16]([C:17]([N:7]2[C:6]3[CH:11]=[CH:12][C:3]([O:2][CH3:1])=[CH:4][C:5]=3[O:10][CH2:9][CH2:8]2)=[O:18])[CH:20]=[C:21]([Cl:24])[C:22]=1[OH:23]. The catalyst class is: 13.